This data is from Forward reaction prediction with 1.9M reactions from USPTO patents (1976-2016). The task is: Predict the product of the given reaction. (1) The product is: [ClH:54].[CH:1]1([CH2:4][NH:5][C@@H:13]2[CH2:15][C@H:14]2[C:16]2[CH:17]=[C:18]([CH:19]=[CH:20][CH:21]=2)[C:22]([NH:23][CH:24]2[CH2:29][CH2:28][C:27]([F:31])([F:30])[CH2:26][CH2:25]2)=[O:32])[CH2:3][CH2:2]1. Given the reactants [CH:1]1([CH2:4][N:5]([C@@H:13]2[CH2:15][C@H:14]2[C:16]2[CH:21]=[CH:20][CH:19]=[C:18]([C:22](=[O:32])[NH:23][CH:24]3[CH2:29][CH2:28][C:27]([F:31])([F:30])[CH2:26][CH2:25]3)[CH:17]=2)C(=O)OC(C)(C)C)[CH2:3][CH2:2]1.C(OC(N[C@@H]1C[C@H]1C1C=C(C=CC=1)C(OC)=O)=O)(C)(C)C.[ClH:54].C(OCC)(=O)C, predict the reaction product. (2) Given the reactants [CH3:1][CH:2]1[CH:6]2[C:7]([NH:9][CH:10]=[C:11]([CH3:12])[CH:5]2[CH2:4][CH2:3]1)=[O:8].[Br:13][C:14]1[CH:19]=[CH:18][C:17]([Bi]([C:17]2[CH:18]=[CH:19][C:14]([Br:13])=[CH:15][CH:16]=2)[C:17]2[CH:18]=[CH:19][C:14]([Br:13])=[CH:15][CH:16]=2)=[CH:16][CH:15]=1.C(N(CC)CC)C, predict the reaction product. The product is: [Br:13][C:14]1[CH:19]=[CH:18][C:17]([N:9]2[CH:10]=[C:11]([CH3:12])[C@H:5]3[CH2:4][CH2:3][C@H:2]([CH3:1])[C@H:6]3[C:7]2=[O:8])=[CH:16][CH:15]=1. (3) Given the reactants C([O:3][C:4](=[O:33])[C:5]1[CH:10]=[C:9]([CH2:11][N:12]2[CH2:17][CH2:16][CH:15]([C:18]3[C:26]4[C:21](=[CH:22][CH:23]=[CH:24][CH:25]=4)[N:20]([CH2:27][CH2:28][O:29][CH3:30])[CH:19]=3)[CH2:14][CH2:13]2)[CH:8]=[CH:7][C:6]=1[O:31][CH3:32])C.[OH-].[Na+].Cl, predict the reaction product. The product is: [CH3:32][O:31][C:6]1[CH:7]=[CH:8][C:9]([CH2:11][N:12]2[CH2:17][CH2:16][CH:15]([C:18]3[C:26]4[C:21](=[CH:22][CH:23]=[CH:24][CH:25]=4)[N:20]([CH2:27][CH2:28][O:29][CH3:30])[CH:19]=3)[CH2:14][CH2:13]2)=[CH:10][C:5]=1[C:4]([OH:33])=[O:3]. (4) Given the reactants [Li]C[CH2:3][CH2:4][CH3:5].Br[C:7]1[CH:12]=[CH:11][CH:10]=[CH:9][C:8]=1[NH:13][C:14]1[CH:19]=[CH:18][CH:17]=[CH:16][C:15]=1Br.Cl[P:22]([CH:26]([CH3:28])[CH3:27])[CH:23]([CH3:25])[CH3:24], predict the reaction product. The product is: [CH:23]([P:22]([CH:26]([CH3:28])[CH3:27])[C:7]1[CH:12]=[CH:11][CH:10]=[CH:9][C:8]=1[NH:13][C:14]1[CH:19]=[CH:18][CH:17]=[CH:16][C:15]=1[P:22]([CH:4]([CH3:5])[CH3:3])[CH:23]([CH3:25])[CH3:24])([CH3:25])[CH3:24]. (5) Given the reactants Cl[C:2]1[N:7]=[C:6]([N:8]2[CH2:13][CH2:12][O:11][CH2:10][C@@H:9]2C)[CH:5]=[C:4]([C:15]([CH3:21])([S:17]([CH3:20])(=[O:19])=[O:18])[CH3:16])[N:3]=1.O.CC1(C)C(C)(C)OB([C:31]2[CH:36]=[CH:35][C:34]([NH:37][C:38](=[O:44])[O:39][C:40]([CH3:43])([CH3:42])[CH3:41])=[CH:33][CH:32]=2)O1.C(=O)([O-])[O-].[Na+].[Na+], predict the reaction product. The product is: [CH3:16][C:15]([C:4]1[CH:5]=[C:6]([N:8]2[CH2:13][CH2:12][O:11][CH2:10][CH2:9]2)[N:7]=[C:2]([C:31]2[CH:32]=[CH:33][C:34]([NH:37][C:38](=[O:44])[O:39][C:40]([CH3:42])([CH3:41])[CH3:43])=[CH:35][CH:36]=2)[N:3]=1)([S:17]([CH3:20])(=[O:19])=[O:18])[CH3:21].